This data is from Reaction yield outcomes from USPTO patents with 853,638 reactions. The task is: Predict the reaction yield, written as a fraction of the theoretical maximum amount of product (1.0 means a 100% yield; for example, 0.34 means a 34% yield). (1) The reactants are [C:1]([C:6]1[CH:7]=[CH:8][C:9]([O:15][CH3:16])=[C:10]([CH:14]=1)[C:11]([OH:13])=O)(=[O:5])[CH:2]([CH3:4])[CH3:3].[F:17][C:18]([F:31])([F:30])[C:19]1[CH:20]=[C:21]([CH:23]=[C:24]([C:26]([F:29])([F:28])[F:27])[CH:25]=1)[NH2:22]. No catalyst specified. The product is [C:1]([C:6]1[CH:7]=[CH:8][C:9]([O:15][CH3:16])=[C:10]([CH:14]=1)[C:11]([NH:22][C:21]1[CH:23]=[C:24]([C:26]([F:27])([F:28])[F:29])[CH:25]=[C:19]([C:18]([F:17])([F:30])[F:31])[CH:20]=1)=[O:13])(=[O:5])[CH:2]([CH3:3])[CH3:4]. The yield is 0.614. (2) The reactants are [CH3:1][C:2]1([CH2:22][C:23]([O:25][CH2:26][CH3:27])=[O:24])[CH2:11][CH2:10][C:9]2[C:4](=[CH:5][CH:6]=[C:7]([C:12]3[CH:17]=[CH:16][C:15]([N+:18]([O-])=O)=[CH:14][N:13]=3)[CH:8]=2)[C:3]1=[O:21].[NH4+].[Cl-]. The product is [NH2:18][C:15]1[CH:16]=[CH:17][C:12]([C:7]2[CH:8]=[C:9]3[C:4](=[CH:5][CH:6]=2)[C:3](=[O:21])[C:2]([CH2:22][C:23]([O:25][CH2:26][CH3:27])=[O:24])([CH3:1])[CH2:11][CH2:10]3)=[N:13][CH:14]=1. The catalyst is C(O)C.O.[Fe]. The yield is 0.820. (3) The reactants are [C:1]([O:5][C:6]([N:8]1[CH2:13][CH2:12][CH:11]([C:14]2[N:18]=[C:17]([NH:19][C:20]3[CH:25]=[C:24]([O:26][C:27]4[C:28]([CH3:39])=[N:29][CH:30]=[C:31]([C:37]=4[CH3:38])[C:32]([O:34]CC)=[O:33])[C:23]([Br:40])=[CH:22][N:21]=3)[S:16][N:15]=2)[CH2:10][CH2:9]1)=[O:7])([CH3:4])([CH3:3])[CH3:2].[OH-].[Na+]. The catalyst is CCO. The product is [C:1]([O:5][C:6]([N:8]1[CH2:13][CH2:12][CH:11]([C:14]2[N:18]=[C:17]([NH:19][C:20]3[CH:25]=[C:24]([O:26][C:27]4[C:28]([CH3:39])=[N:29][CH:30]=[C:31]([C:37]=4[CH3:38])[C:32]([OH:34])=[O:33])[C:23]([Br:40])=[CH:22][N:21]=3)[S:16][N:15]=2)[CH2:10][CH2:9]1)=[O:7])([CH3:4])([CH3:3])[CH3:2]. The yield is 0.250. (4) The reactants are [H-].[Na+].[CH:3]([C:6]1[CH:11]=[CH:10][CH:9]=[CH:8][C:7]=1[OH:12])([CH3:5])[CH3:4].[CH3:13][O:14][CH2:15]Cl.CO. The catalyst is O1CCCC1.O. The product is [CH:3]([C:6]1[CH:11]=[CH:10][CH:9]=[CH:8][C:7]=1[O:12][CH2:13][O:14][CH3:15])([CH3:5])[CH3:4]. The yield is 0.870. (5) The reactants are [NH2:1][C@H:2]([C:4]1[N:9]([C:10]2[CH:15]=[CH:14][CH:13]=[CH:12][CH:11]=2)[C:8](=[O:16])[C:7]2=[C:17]([CH3:20])[CH:18]=[CH:19][N:6]2[N:5]=1)[CH3:3].[NH2:21][C:22]1[C:27]([C:28]([NH:30][C:31]2[CH:36]=[CH:35][C:34]([C:37]3[O:41][CH:40]=[N:39][CH:38]=3)=[C:33]([OH:42])[CH:32]=2)=[O:29])=[C:26](Br)[N:25]=[CH:24][N:23]=1.CCN(C(C)C)C(C)C.[F-].[Cs+]. The catalyst is C(O)(C)(C)C.C(OCC)(=O)C. The product is [NH2:21][C:22]1[C:27]([C:28]([NH:30][C:31]2[CH:36]=[CH:35][C:34]([C:37]3[O:41][CH:40]=[N:39][CH:38]=3)=[C:33]([OH:42])[CH:32]=2)=[O:29])=[C:26]([NH:1][C@H:2]([C:4]2[N:9]([C:10]3[CH:15]=[CH:14][CH:13]=[CH:12][CH:11]=3)[C:8](=[O:16])[C:7]3=[C:17]([CH3:20])[CH:18]=[CH:19][N:6]3[N:5]=2)[CH3:3])[N:25]=[CH:24][N:23]=1. The yield is 0.0100.